From a dataset of Forward reaction prediction with 1.9M reactions from USPTO patents (1976-2016). Predict the product of the given reaction. (1) Given the reactants [CH2:1]([S:3]([C:6]1[CH:7]=[C:8]([C:12]2[CH:20]=[CH:19][C:18]([O:21][CH2:22][CH2:23][OH:24])=[C:17]3[C:13]=2[C:14]2[CH:28]=[C:27]([CH3:29])[CH:26]=[N:25][C:15]=2[NH:16]3)[CH:9]=[CH:10][CH:11]=1)(=[O:5])=[O:4])[CH3:2].C(S(C1C=C(C2[C:46]3C4C=C(C)C=NC=4[NH:49][C:45]=3[C:44]([O:55]C[C@H](OC(=O)[C@H](C)N)C)=NC=2)C=CC=1)(=O)=O)C, predict the reaction product. The product is: [CH2:1]([S:3]([C:6]1[CH:7]=[C:8]([C:12]2[CH:20]=[CH:19][C:18]([O:21][CH2:22][CH2:23][O:24][C:44](=[O:55])[C@@H:45]([NH2:49])[CH3:46])=[C:17]3[C:13]=2[C:14]2[CH:28]=[C:27]([CH3:29])[CH:26]=[N:25][C:15]=2[NH:16]3)[CH:9]=[CH:10][CH:11]=1)(=[O:5])=[O:4])[CH3:2]. (2) Given the reactants Br[CH2:2][C:3]([C:5]1[CH:14]=[CH:13][CH:12]=[C:11]2[C:6]=1[N:7]=[C:8]([NH:16][CH2:17][C:18]([F:21])([F:20])[F:19])[C:9]([CH3:15])=[N:10]2)=[O:4].[C:22]([O:26][C:27]([NH:29][C@H:30]([CH3:39])[C:31](=[O:38])[CH2:32][C:33]([O:35][CH2:36][CH3:37])=[O:34])=[O:28])([CH3:25])([CH3:24])[CH3:23].C([O-])([O-])=O.[K+].[K+], predict the reaction product. The product is: [C:22]([O:26][C:27]([NH:29][CH:30]([CH3:39])[C:31](=[O:38])[CH:32]([CH2:2][C:3]([C:5]1[CH:14]=[CH:13][CH:12]=[C:11]2[C:6]=1[N:7]=[C:8]([NH:16][CH2:17][C:18]([F:21])([F:20])[F:19])[C:9]([CH3:15])=[N:10]2)=[O:4])[C:33]([O:35][CH2:36][CH3:37])=[O:34])=[O:28])([CH3:24])([CH3:25])[CH3:23]. (3) Given the reactants [CH2:1]([O:3][C:4](=[O:31])[CH2:5][O:6][C:7]1[CH:12]=[CH:11][C:10]([S:13][C:14]2[CH:19]=[C:18]([C:20]#[C:21][CH2:22][N:23]3[CH2:28][CH2:27][O:26][CH2:25][CH2:24]3)[CH:17]=[C:16]([OH:29])[CH:15]=2)=[CH:9][C:8]=1[CH3:30])[CH3:2].[CH3:32][CH:33]([CH3:36])[CH2:34]O.C(P(CCCC)CCCC)CCC.N(C(N1CCCCC1)=O)=NC(N1CCCCC1)=O, predict the reaction product. The product is: [CH2:1]([O:3][C:4](=[O:31])[CH2:5][O:6][C:7]1[CH:12]=[CH:11][C:10]([S:13][C:14]2[CH:19]=[C:18]([C:20]#[C:21][CH2:22][N:23]3[CH2:28][CH2:27][O:26][CH2:25][CH2:24]3)[CH:17]=[C:16]([O:29][CH2:32][CH:33]([CH3:36])[CH3:34])[CH:15]=2)=[CH:9][C:8]=1[CH3:30])[CH3:2]. (4) The product is: [CH2:1]([S:3][CH2:4][C:5]([C:9]1[NH:10][C:11]2[C:16]([CH:17]=1)=[CH:15][C:14]([N+:18]([O-:20])=[O:19])=[C:13]([C:21]([F:23])([F:22])[F:24])[CH:12]=2)([O:7][CH3:8])[CH3:6])[CH3:2]. Given the reactants [CH2:1]([S:3][CH2:4][C:5]([C:9]1[N:10](S(C)(=O)=O)[C:11]2[C:16]([CH:17]=1)=[CH:15][C:14]([N+:18]([O-:20])=[O:19])=[C:13]([C:21]([F:24])([F:23])[F:22])[CH:12]=2)([O:7][CH3:8])[CH3:6])[CH3:2].[OH-].[Na+], predict the reaction product.